From a dataset of Forward reaction prediction with 1.9M reactions from USPTO patents (1976-2016). Predict the product of the given reaction. (1) Given the reactants [NH2:1][C:2]1[CH:22]=[CH:21][C:5]([CH2:6][N:7]([CH:15]2[CH2:20][CH2:19][CH2:18][CH2:17][CH2:16]2)[C:8]([C:10]2[O:11][CH:12]=[CH:13][CH:14]=2)=[O:9])=[CH:4][CH:3]=1.C(OC([NH:30][CH2:31][CH2:32][CH2:33][C@@H:34]([NH:38][C:39]([O:41][CH2:42][CH:43]1[C:55]2[CH:54]=[CH:53][CH:52]=[CH:51][C:50]=2[C:49]2[C:44]1=[CH:45][CH:46]=[CH:47][CH:48]=2)=[O:40])[C:35](O)=[O:36])=O)(C)(C)C, predict the reaction product. The product is: [CH:45]1[C:44]2[CH:43]([CH2:42][O:41][C:39](=[O:40])[NH:38][C@@H:34]([C:35](=[O:36])[NH:1][C:2]3[CH:3]=[CH:4][C:5]([CH2:6][N:7]([CH:15]4[CH2:20][CH2:19][CH2:18][CH2:17][CH2:16]4)[C:8]([C:10]4[O:11][CH:12]=[CH:13][CH:14]=4)=[O:9])=[CH:21][CH:22]=3)[CH2:33][CH2:32][CH2:31][NH2:30])[C:55]3[C:50](=[CH:51][CH:52]=[CH:53][CH:54]=3)[C:49]=2[CH:48]=[CH:47][CH:46]=1. (2) Given the reactants [N:1]([C@@H:4]1[C@@H:94]([CH3:95])[O:93][C@H:7]([O:8][C@H:9]2[O:88][C@H:87]([CH3:89])[C@@H:86]([N:90]=[N+:91]=[N-:92])[C@H:77]([O:78][CH2:79][C:80]3[CH:85]=[CH:84][CH:83]=[CH:82][CH:81]=3)[C@@H:10]2[O:11][C@H:12]2[O:72][C@H:71]([CH3:73])[C@@H:70]([N:74]=[N+:75]=[N-:76])[C@H:18]([O:19][C@H:20]3[O:65][C@H:64]([CH3:66])[C@@H:63]([N:67]=[N+:68]=[N-:69])[C@H:54]([O:55][CH2:56][C:57]4[CH:62]=[CH:61][CH:60]=[CH:59][CH:58]=4)[C@@H:21]3[O:22][C@@:23]3([CH2:45][CH2:46][CH2:47][CH2:48][CH2:49][C:50]([O:52][CH3:53])=[O:51])[O:40][C@H:39]([CH3:41])[C@@H:38]([N:42]=[N+:43]=[N-:44])[C@H:29]([O:30][CH2:31][C:32]4[CH:37]=[CH:36][CH:35]=[CH:34][CH:33]=4)[C@@H:24]3[O:25]C(=O)C)[C@@H:13]2[O:14]C(=O)C)[C@@H:6]([OH:96])[C@H:5]1[O:97][CH2:98][C:99]1[CH:104]=[CH:103][CH:102]=[CH:101][CH:100]=1)=[N+:2]=[N-:3].C[O-].[Na+], predict the reaction product. The product is: [N:1]([C@@H:4]1[C@@H:94]([CH3:95])[O:93][C@H:7]([O:8][C@H:9]2[O:88][C@H:87]([CH3:89])[C@@H:86]([N:90]=[N+:91]=[N-:92])[C@H:77]([O:78][CH2:79][C:80]3[CH:81]=[CH:82][CH:83]=[CH:84][CH:85]=3)[C@@H:10]2[O:11][C@H:12]2[O:72][C@H:71]([CH3:73])[C@@H:70]([N:74]=[N+:75]=[N-:76])[C@H:18]([O:19][C@H:20]3[O:65][C@H:64]([CH3:66])[C@@H:63]([N:67]=[N+:68]=[N-:69])[C@H:54]([O:55][CH2:56][C:57]4[CH:58]=[CH:59][CH:60]=[CH:61][CH:62]=4)[C@@H:21]3[O:22][C@@:23]3([CH2:45][CH2:46][CH2:47][CH2:48][CH2:49][C:50]([O:52][CH3:53])=[O:51])[O:40][C@H:39]([CH3:41])[C@@H:38]([N:42]=[N+:43]=[N-:44])[C@H:29]([O:30][CH2:31][C:32]4[CH:37]=[CH:36][CH:35]=[CH:34][CH:33]=4)[C@@H:24]3[OH:25])[C@@H:13]2[OH:14])[C@@H:6]([OH:96])[C@H:5]1[O:97][CH2:98][C:99]1[CH:100]=[CH:101][CH:102]=[CH:103][CH:104]=1)=[N+:2]=[N-:3]. (3) Given the reactants [Br:1][C:2]1[CH:3]=[C:4]([CH2:12][OH:13])[C:5]2[C:10]([CH:11]=1)=[CH:9][CH:8]=[CH:7][CH:6]=2.C(N(CC)CC)C.[CH3:21][S:22](Cl)(=[O:24])=[O:23], predict the reaction product. The product is: [CH3:21][S:22]([O:13][CH2:12][C:4]1[C:5]2[C:10](=[CH:9][CH:8]=[CH:7][CH:6]=2)[CH:11]=[C:2]([Br:1])[CH:3]=1)(=[O:24])=[O:23]. (4) Given the reactants [CH:1]([C@@H:4]1[C:9]([O:10][CH3:11])=[N:8][C@@H:7]([C@H:12]([C:14]2[CH:19]=[CH:18][C:17]([C:20]([F:23])([F:22])[F:21])=[CH:16][CH:15]=2)[OH:13])[C:6]([O:24][CH3:25])=[N:5]1)([CH3:3])[CH3:2].[CH2:26]1COCC1.CI.[H-].[Na+], predict the reaction product. The product is: [CH:1]([C@@H:4]1[C:9]([O:10][CH3:11])=[N:8][C@@H:7]([C@@H:12]([O:13][CH3:26])[C:14]2[CH:19]=[CH:18][C:17]([C:20]([F:22])([F:21])[F:23])=[CH:16][CH:15]=2)[C:6]([O:24][CH3:25])=[N:5]1)([CH3:3])[CH3:2]. (5) Given the reactants [Li][CH2:2][CH2:3][CH2:4][CH3:5].[Cl-].[Cl-].[Cl-].[Cl-].[Zr+4:10].[CH3:11]CO[CH2:14][CH3:15], predict the reaction product. The product is: [CH-:2]1[CH:11]=[CH:5][CH:4]=[CH:3]1.[CH-:15]1[CH:14]=[CH:4][CH:3]=[CH:2]1.[Zr+2:10]. (6) Given the reactants [CH2:1]([N:3]1[C:7]2=[N:8][C:9]([CH2:24][CH3:25])=[C:10]([C:19]([O:21]CC)=[O:20])[C:11]([NH:12][CH:13]3[CH2:18][CH2:17][O:16][CH2:15][CH2:14]3)=[C:6]2[CH:5]=[N:4]1)[CH3:2].[Li+].[OH-].CO, predict the reaction product. The product is: [CH2:1]([N:3]1[C:7]2=[N:8][C:9]([CH2:24][CH3:25])=[C:10]([C:19]([OH:21])=[O:20])[C:11]([NH:12][CH:13]3[CH2:18][CH2:17][O:16][CH2:15][CH2:14]3)=[C:6]2[CH:5]=[N:4]1)[CH3:2].